Dataset: NCI-60 drug combinations with 297,098 pairs across 59 cell lines. Task: Regression. Given two drug SMILES strings and cell line genomic features, predict the synergy score measuring deviation from expected non-interaction effect. (1) Drug 1: CC1=C(N=C(N=C1N)C(CC(=O)N)NCC(C(=O)N)N)C(=O)NC(C(C2=CN=CN2)OC3C(C(C(C(O3)CO)O)O)OC4C(C(C(C(O4)CO)O)OC(=O)N)O)C(=O)NC(C)C(C(C)C(=O)NC(C(C)O)C(=O)NCCC5=NC(=CS5)C6=NC(=CS6)C(=O)NCCC[S+](C)C)O. Drug 2: C1CN(P(=O)(OC1)NCCCl)CCCl. Cell line: SR. Synergy scores: CSS=75.8, Synergy_ZIP=0.771, Synergy_Bliss=1.15, Synergy_Loewe=-3.38, Synergy_HSA=1.14. (2) Drug 1: C1=C(C(=O)NC(=O)N1)N(CCCl)CCCl. Drug 2: CC1=C2C(C(=O)C3(C(CC4C(C3C(C(C2(C)C)(CC1OC(=O)C(C(C5=CC=CC=C5)NC(=O)C6=CC=CC=C6)O)O)OC(=O)C7=CC=CC=C7)(CO4)OC(=O)C)O)C)OC(=O)C. Cell line: SF-268. Synergy scores: CSS=49.6, Synergy_ZIP=2.97, Synergy_Bliss=3.98, Synergy_Loewe=0.387, Synergy_HSA=4.00. (3) Drug 1: C1CCC(C1)C(CC#N)N2C=C(C=N2)C3=C4C=CNC4=NC=N3. Drug 2: C1=CC(=CC=C1CCC2=CNC3=C2C(=O)NC(=N3)N)C(=O)NC(CCC(=O)O)C(=O)O. Cell line: SF-268. Synergy scores: CSS=13.8, Synergy_ZIP=-1.14, Synergy_Bliss=1.30, Synergy_Loewe=-31.6, Synergy_HSA=-2.51.